Dataset: Reaction yield outcomes from USPTO patents with 853,638 reactions. Task: Predict the reaction yield, written as a fraction of the theoretical maximum amount of product (1.0 means a 100% yield; for example, 0.34 means a 34% yield). (1) The reactants are [F:1][C:2]1[CH:10]=[C:9]([O:11][CH3:12])[CH:8]=[CH:7][C:3]=1[C:4]([OH:6])=[O:5].S(Cl)(Cl)=O.[CH3:17]O. No catalyst specified. The product is [CH3:17][O:5][C:4](=[O:6])[C:3]1[CH:7]=[CH:8][C:9]([O:11][CH3:12])=[CH:10][C:2]=1[F:1]. The yield is 0.920. (2) The reactants are [N+:1]([C:4]1[N:9]=[CH:8][C:7]([N:10]2[CH2:13][CH:12]([OH:14])[CH2:11]2)=[CH:6][CH:5]=1)([O-])=O. The catalyst is [Pd].C(O)C. The product is [NH2:1][C:4]1[N:9]=[CH:8][C:7]([N:10]2[CH2:11][CH:12]([OH:14])[CH2:13]2)=[CH:6][CH:5]=1. The yield is 0.850. (3) The reactants are [OH:1][C:2]1[C:7]([CH3:8])=[N:6][N:5]([CH3:9])[C:4](=[O:10])[C:3]=1C(OC)=O.Cl. The catalyst is O1CCOCC1.CCOC(C)=O. The product is [OH:1][C:2]1[C:7]([CH3:8])=[N:6][N:5]([CH3:9])[C:4](=[O:10])[CH:3]=1. The yield is 0.350.